This data is from Reaction yield outcomes from USPTO patents with 853,638 reactions. The task is: Predict the reaction yield, written as a fraction of the theoretical maximum amount of product (1.0 means a 100% yield; for example, 0.34 means a 34% yield). The reactants are [CH3:1][N:2]1[C:14]2[CH:13]=[C:12]([CH2:15][CH2:16][CH2:17][CH2:18][CH2:19][CH3:20])[CH:11]=[CH:10][C:9]=2[C:8]2[C:3]1=[CH:4][C:5]([CH2:21][OH:22])=[CH:6][CH:7]=2.[Cr](Cl)([O-])(=O)=O.[NH+]1C=CC=CC=1. The catalyst is ClCCl. The product is [CH3:1][N:2]1[C:14]2[CH:13]=[C:12]([CH2:15][CH2:16][CH2:17][CH2:18][CH2:19][CH3:20])[CH:11]=[CH:10][C:9]=2[C:8]2[C:3]1=[CH:4][C:5]([CH:21]=[O:22])=[CH:6][CH:7]=2. The yield is 0.850.